Dataset: Catalyst prediction with 721,799 reactions and 888 catalyst types from USPTO. Task: Predict which catalyst facilitates the given reaction. Reactant: [NH2:1][C:2]1[S:6][C:5]([C:7]2[CH:8]=[N:9][C:10]([N:13]3[CH2:18][CH2:17][O:16][CH2:15][CH2:14]3)=[CH:11][CH:12]=2)=[N:4][C:3]=1[C:19]([NH2:21])=[O:20].Br[C:23]1[N:28]=[CH:27][C:26]([C:29]([OH:32])([CH3:31])[CH3:30])=[CH:25][CH:24]=1.CC(C1C=C(C(C)C)C(C2C=CC=CC=2P(C2CCCCC2)C2CCCCC2)=C(C(C)C)C=1)C.C(=O)([O-])[O-].[K+].[K+].C(O)(CC)(C)C. Product: [OH:32][C:29]([C:26]1[CH:25]=[CH:24][C:23]([NH:1][C:2]2[S:6][C:5]([C:7]3[CH:8]=[N:9][C:10]([N:13]4[CH2:18][CH2:17][O:16][CH2:15][CH2:14]4)=[CH:11][CH:12]=3)=[N:4][C:3]=2[C:19]([NH2:21])=[O:20])=[N:28][CH:27]=1)([CH3:31])[CH3:30]. The catalyst class is: 110.